This data is from Forward reaction prediction with 1.9M reactions from USPTO patents (1976-2016). The task is: Predict the product of the given reaction. (1) Given the reactants F[C:2]1[CH:9]=[CH:8][C:5]([C:6]#[N:7])=[C:4]([C:10]([F:13])([F:12])[F:11])[CH:3]=1.[CH:14]([NH:18][CH3:19])([CH2:16][CH3:17])[CH3:15], predict the reaction product. The product is: [CH:14]([N:18]([CH3:19])[C:2]1[CH:9]=[CH:8][C:5]([C:6]#[N:7])=[C:4]([C:10]([F:13])([F:12])[F:11])[CH:3]=1)([CH2:16][CH3:17])[CH3:15]. (2) The product is: [CH3:1][O:2][C:3](=[O:33])[C:4]1[CH:9]=[CH:8][C:7]([CH2:10][N:11]2[CH:15]=[C:14]([C:16]3[CH:21]=[CH:20][C:19]([Cl:22])=[CH:18][C:17]=3[Cl:23])[N:13]=[C:12]2/[CH:24]=[CH:25]/[C:26]2[CH:31]=[CH:30][C:29]([C:39]3[CH:38]=[N:37][C:36]([O:35][CH3:34])=[CH:41][CH:40]=3)=[CH:28][CH:27]=2)=[CH:6][CH:5]=1. Given the reactants [CH3:1][O:2][C:3](=[O:33])[C:4]1[CH:9]=[CH:8][C:7]([CH2:10][N:11]2[CH:15]=[C:14]([C:16]3[CH:21]=[CH:20][C:19]([Cl:22])=[CH:18][C:17]=3[Cl:23])[N:13]=[C:12]2/[CH:24]=[CH:25]/[C:26]2[CH:31]=[CH:30][C:29](Br)=[CH:28][CH:27]=2)=[CH:6][CH:5]=1.[CH3:34][O:35][C:36]1[CH:41]=[CH:40][C:39](B(O)O)=[CH:38][N:37]=1, predict the reaction product. (3) Given the reactants [CH3:1][N:2]1[CH2:15][CH2:14][C:5]2[NH:6][C:7]3[CH:8]=[CH:9][C:10]([CH3:13])=[CH:11][C:12]=3[C:4]=2[CH2:3]1.P([O-])([O-])([O-])=O.[K+].[K+].[K+].Br[CH:25]=[C:26]([C:28]1[CH:33]=[C:32]([Cl:34])[CH:31]=[C:30]([Cl:35])[CH:29]=1)[CH3:27].C(O)(=O)C(O)=O, predict the reaction product. The product is: [Cl:34][C:32]1[CH:33]=[C:28](/[C:26](/[CH3:27])=[CH:25]/[N:6]2[C:7]3[CH:8]=[CH:9][C:10]([CH3:13])=[CH:11][C:12]=3[C:4]3[CH2:3][N:2]([CH3:1])[CH2:15][CH2:14][C:5]2=3)[CH:29]=[C:30]([Cl:35])[CH:31]=1.